From a dataset of Reaction yield outcomes from USPTO patents with 853,638 reactions. Predict the reaction yield, written as a fraction of the theoretical maximum amount of product (1.0 means a 100% yield; for example, 0.34 means a 34% yield). (1) The product is [F:1][C:2]1[CH:3]=[C:4]([CH:9]2[CH2:14][C:13]([C:15]([F:17])([F:18])[F:16])([OH:19])[CH2:12][CH2:11][NH:10]2)[CH:5]=[CH:6][C:7]=1[F:8]. The yield is 0.780. The catalyst is CO.[Pd]. The reactants are [F:1][C:2]1[CH:3]=[C:4]([CH:9]2[CH2:14][C:13]([OH:19])([C:15]([F:18])([F:17])[F:16])[CH2:12][CH2:11][N:10]2C(OCC2C=CC=CC=2)=O)[CH:5]=[CH:6][C:7]=1[F:8]. (2) The reactants are Br[CH:2]1[CH:7](O)[CH:6]=[C:5]([C:9]2[CH:14]=[CH:13][N:12]=[CH:11][C:10]=2[N+:15]([O-:17])=[O:16])[CH2:4][CH:3]1[CH3:18].CC(C)([O-:22])C.[K+].[Cl-].[NH4+].[N-:27]=[N+:28]=[N-:29].[Na+]. The catalyst is C1COCC1.O. The product is [N:27]([CH:7]1[CH:6]=[C:5]([C:9]2[CH:14]=[CH:13][N:12]=[CH:11][C:10]=2[N+:15]([O-:17])=[O:16])[CH2:4][CH:3]([CH3:18])[CH:2]1[OH:22])=[N+:28]=[N-:29]. The yield is 0.550. (3) The reactants are C([O:8][C:9]1[CH:51]=[CH:50][C:12]([CH2:13][C@H:14]2[C@@H:18]([CH2:19][N:20]([CH2:33][CH:34]([CH3:36])[CH3:35])[S:21]([C:24]3[CH:29]=[CH:28][C:27]([N+:30]([O-])=O)=[CH:26][CH:25]=3)(=[O:23])=[O:22])[O:17][C:16]([CH3:38])([CH3:37])[N:15]2[C:39]([O:41][C@H:42]2[C@H:49]3[C@H:45]([O:46][CH2:47][CH2:48]3)[O:44][CH2:43]2)=[O:40])=[CH:11][CH:10]=1)C1C=CC=CC=1.N.[H][H]. The catalyst is CO.[Pd]. The product is [NH2:30][C:27]1[CH:28]=[CH:29][C:24]([S:21]([N:20]([CH2:19][C@H:18]2[O:17][C:16]([CH3:37])([CH3:38])[N:15]([C:39]([O:41][C@H:42]3[C@H:49]4[C@H:45]([O:46][CH2:47][CH2:48]4)[O:44][CH2:43]3)=[O:40])[C@H:14]2[CH2:13][C:12]2[CH:11]=[CH:10][C:9]([OH:8])=[CH:51][CH:50]=2)[CH2:33][CH:34]([CH3:36])[CH3:35])(=[O:22])=[O:23])=[CH:25][CH:26]=1. The yield is 0.540.